This data is from Forward reaction prediction with 1.9M reactions from USPTO patents (1976-2016). The task is: Predict the product of the given reaction. Given the reactants [OH:1][B:2]1[C:6]2[CH:7]=[C:8]([OH:12])[CH:9]=[C:10]([CH3:11])[C:5]=2[CH:4]([CH2:13][C:14]([O:16][CH2:17][CH3:18])=[O:15])[O:3]1.CCN(C(C)C)C(C)C.[CH3:28][S:29](Cl)(=[O:31])=[O:30], predict the reaction product. The product is: [OH:1][B:2]1[C:6]2[CH:7]=[C:8]([O:12][S:29]([CH3:28])(=[O:31])=[O:30])[CH:9]=[C:10]([CH3:11])[C:5]=2[CH:4]([CH2:13][C:14]([O:16][CH2:17][CH3:18])=[O:15])[O:3]1.